This data is from Peptide-MHC class II binding affinity with 134,281 pairs from IEDB. The task is: Regression. Given a peptide amino acid sequence and an MHC pseudo amino acid sequence, predict their binding affinity value. This is MHC class II binding data. (1) The peptide sequence is VFKVAATAANAAPAN. The MHC is DRB1_1001 with pseudo-sequence DRB1_1001. The binding affinity (normalized) is 0.603. (2) The peptide sequence is IKYNGEEYLILSARD. The MHC is DRB1_1101 with pseudo-sequence DRB1_1101. The binding affinity (normalized) is 0.244. (3) The peptide sequence is EKKYFAACQFEPLAA. The MHC is DRB1_0101 with pseudo-sequence DRB1_0101. The binding affinity (normalized) is 0.665. (4) The peptide sequence is AAASWDALAAELASA. The MHC is HLA-DQA10401-DQB10402 with pseudo-sequence HLA-DQA10401-DQB10402. The binding affinity (normalized) is 0.206. (5) The peptide sequence is EKVYTMDGEYRLRGEERK. The MHC is DRB3_0101 with pseudo-sequence DRB3_0101. The binding affinity (normalized) is 0.322. (6) The peptide sequence is KLGEVSWEEEAEISG. The MHC is DRB5_0101 with pseudo-sequence DRB5_0101. The binding affinity (normalized) is 0. (7) The peptide sequence is IARLPQVASYVYRRI. The MHC is HLA-DPA10301-DPB10402 with pseudo-sequence HLA-DPA10301-DPB10402. The binding affinity (normalized) is 0.195.